This data is from Reaction yield outcomes from USPTO patents with 853,638 reactions. The task is: Predict the reaction yield, written as a fraction of the theoretical maximum amount of product (1.0 means a 100% yield; for example, 0.34 means a 34% yield). (1) The reactants are [CH3:1][C:2]1[CH:3]=[C:4]([CH:11]2[O:16][CH2:15][CH2:14][N:13]([C:17]([O:19][C:20]([CH3:23])([CH3:22])[CH3:21])=[O:18])[CH2:12]2)[CH:5]=[CH:6][C:7]=1[N+:8]([O-])=O.C([O-])=O.[NH4+]. The catalyst is CO. The product is [NH2:8][C:7]1[CH:6]=[CH:5][C:4]([CH:11]2[O:16][CH2:15][CH2:14][N:13]([C:17]([O:19][C:20]([CH3:22])([CH3:21])[CH3:23])=[O:18])[CH2:12]2)=[CH:3][C:2]=1[CH3:1]. The yield is 0.990. (2) The reactants are [Br:1][C:2]1[CH:3]=[CH:4][C:5]([O:20][CH3:21])=[C:6]([C:8]([CH3:19])([CH3:18])[CH2:9][C:10]([OH:17])([C:13]([F:16])([F:15])[F:14])[CH:11]=O)[CH:7]=1.[NH2:22][C:23]1[CH:31]=[CH:30][CH:29]=[C:28]2[C:24]=1[CH:25]=[N:26][NH:27]2.C1(C)C=CC=CC=1. The catalyst is C(O)(=O)C. The product is [F:14][C:13]([F:15])([F:16])[C:10]([CH:11]=[N:22][C:23]1[CH:31]=[CH:30][CH:29]=[C:28]2[C:24]=1[CH:25]=[N:26][NH:27]2)([OH:17])[CH2:9][C:8]([C:6]1[CH:7]=[C:2]([Br:1])[CH:3]=[CH:4][C:5]=1[O:20][CH3:21])([CH3:18])[CH3:19]. The yield is 0.895. (3) The reactants are [C:1]([NH:5][S:6]([C:9]1[C:10]([C:15]2[CH:20]=[CH:19][C:18](B3OC(C)(C)C(C)(C)O3)=[C:17]([F:30])[CH:16]=2)=[CH:11][CH:12]=[CH:13][CH:14]=1)(=[O:8])=[O:7])([CH3:4])([CH3:3])[CH3:2].Br[C:32]1[CH:37]=[CH:36][N:35]2[CH:38]=[N:39][N:40]=[C:34]2[CH:33]=1.C(Cl)Cl. The catalyst is C1C=CC(P(C2C=CC=CC=2)[C-]2C=CC=C2)=CC=1.C1C=CC(P(C2C=CC=CC=2)[C-]2C=CC=C2)=CC=1.Cl[Pd]Cl.[Fe+2]. The product is [C:1]([NH:5][S:6]([C:9]1[C:10]([C:15]2[CH:20]=[CH:19][C:18]([C:32]3[CH:37]=[CH:36][N:35]4[CH:38]=[N:39][N:40]=[C:34]4[CH:33]=3)=[C:17]([F:30])[CH:16]=2)=[CH:11][CH:12]=[CH:13][CH:14]=1)(=[O:7])=[O:8])([CH3:4])([CH3:3])[CH3:2]. The yield is 0.530. (4) The reactants are [C:1]([O:5][C:6](=[O:34])[NH:7][C:8]([C:10]1[S:11][C:12]([S:32][CH3:33])=[C:13]([S:15]([C:18]2[CH:19]=[C:20]([C:24]3[C:29]([CH3:30])=[CH:28][CH:27]=[CH:26][C:25]=3[NH2:31])[CH:21]=[CH:22][CH:23]=2)(=[O:17])=[O:16])[CH:14]=1)=[NH:9])([CH3:4])([CH3:3])[CH3:2].[Br:35][CH:36]([CH3:40])[C:37](Br)=[O:38].CCN(CC)CC.CCOC(C)=O. The catalyst is C(Cl)Cl. The product is [C:1]([O:5][C:6](=[O:34])[NH:7][C:8]([C:10]1[S:11][C:12]([S:32][CH3:33])=[C:13]([S:15]([C:18]2[CH:19]=[C:20]([C:24]3[C:25]([NH:31][C:37](=[O:38])[CH:36]([Br:35])[CH3:40])=[CH:26][CH:27]=[CH:28][C:29]=3[CH3:30])[CH:21]=[CH:22][CH:23]=2)(=[O:17])=[O:16])[CH:14]=1)=[NH:9])([CH3:4])([CH3:3])[CH3:2]. The yield is 0.670. (5) The catalyst is C(O)CCC.CCOC(C)=O. The product is [NH2:10][C:11]1([C:17]([NH:19][C@H:20]([C:24]2[CH:29]=[CH:28][C:27]([Cl:30])=[CH:26][CH:25]=2)[CH2:21][CH2:22][OH:23])=[O:18])[CH2:16][CH2:15][N:14]([C:32]2[N:40]=[CH:39][N:38]=[C:37]3[C:33]=2[N:34]=[CH:35][NH:36]3)[CH2:13][CH2:12]1. The yield is 0.511. The reactants are CCN(C(C)C)C(C)C.[NH2:10][C:11]1([C:17]([NH:19][C@H:20]([C:24]2[CH:29]=[CH:28][C:27]([Cl:30])=[CH:26][CH:25]=2)[CH2:21][CH2:22][OH:23])=[O:18])[CH2:16][CH2:15][NH:14][CH2:13][CH2:12]1.Cl[C:32]1[N:40]=[CH:39][N:38]=[C:37]2[C:33]=1[N:34]=[CH:35][NH:36]2. (6) The product is [OH:8][N:9]1[C:15](=[O:16])[N:14]2[CH2:17][C@H:10]1[CH2:11][CH2:12][C@H:13]2[C:18]([NH:20][O:21][CH2:22][C:23]1[C:31]2[CH:30]3[CH2:32][CH:27]([CH2:28][CH2:29]3)[C:26]=2[N:25]([CH3:33])[N:24]=1)=[O:19]. The catalyst is CO.[Pd]. The reactants are C([O:8][N:9]1[C:15](=[O:16])[N:14]2[CH2:17][C@H:10]1[CH2:11][CH2:12][C@H:13]2[C:18]([NH:20][O:21][CH2:22][C:23]1[C:31]2[CH:30]3[CH2:32][CH:27]([CH2:28][CH2:29]3)[C:26]=2[N:25]([CH3:33])[N:24]=1)=[O:19])C1C=CC=CC=1. The yield is 1.00. (7) The reactants are [CH3:1][C:2]1[C:3]2[C:9](=O)[CH2:8][CH:7]([CH2:11][N+:12]([O-:14])=[O:13])[C:4]=2[S:5][CH:6]=1. The catalyst is B.C1COCC1. The product is [CH3:1][C:2]1[C:3]2[CH2:9][CH2:8][CH:7]([CH2:11][N+:12]([O-:14])=[O:13])[C:4]=2[S:5][CH:6]=1. The yield is 0.564.